From a dataset of Drug-target binding data from BindingDB using IC50 measurements. Regression. Given a target protein amino acid sequence and a drug SMILES string, predict the binding affinity score between them. We predict pIC50 (pIC50 = -log10(IC50 in M); higher means more potent). Dataset: bindingdb_ic50. (1) The drug is O=C(O)CN(CCN(CC(=O)O)CC(=O)O)CC(=O)O. The target protein sequence is MLKVISSLLFYMTASLMAVASPLAHSGESRGEYPTVSEIPVGEVRLYQIDDGVWSHIATHTFDGVVYPSNGLIVRDGDELLLIDTAWGTKNTVALLAEIEKQIGLPVTRSVSTHFHDDRVGGVDALRAAGVATYASPSTRRLAEAEGNEVPTHSLEGLSSSGDAVRFGPVELFYPGAAHSTDNLVVYVPSANVLYGGCAVLELSRTSAGNVADADLAEWPGSVERIQQHYPEAEVVIPGHGLPGGLDLLQHTANVVKAHTNRSVAE. The pIC50 is 3.6. (2) The drug is [NH3+]CCCCCC(=O)NO. The target protein (Q48935) has sequence MRVIFSEDHKLRNAKTELYGGELVPPFEAPFRAEWILAAVKEAGFDDVVAPARHGLETVLKVHDAGYLNFLETAWDRWKAAGYKGEAIATSFPVRRTSPRIPTDIEGQIGYYCNAAETAISPGTWEAALSSMASAIDGADLIAAGHKAAFSLCRPPGHHAGIDMFGGYCFINNAAVAAQRLLDKGAKKIAILDVDFHHGNGTQDIFYERGDVFFASLHGDPAEAFPHFLGYAEETGKGAGAGTTANYPMGRGTPYSVWGEALTDSLKRIAAFGAEAIVVSLGVDTFEQDPISFFKLTSPDYITMGRTIAASGVPLLVVMEGGYGVPEIGLNVANVLKGVAG. The pIC50 is 6.9. (3) The drug is CC(C)(C(=O)NC1CC1)c1ccc(-c2ccsc2)c(NC(=O)Nc2cccc(C(F)(F)F)c2)c1. The target protein (P48735) has sequence MAGYLRVVRSLCRASGSRPAWAPAALTAPTSQEQPRRHYADKRIKVAKPVVEMDGDEMTRIIWQFIKEKLILPHVDIQLKYFDLGLPNRDQTDDQVTIDSALATQKYSVAVKCATITPDEARVEEFKLKKMWKSPNGTIRNILGGTVFREPIICKNIPRLVPGWTKPITIGRHAHGDQYKATDFVADRAGTFKMVFTPKDGSGVKEWEVYNFPAGGVGMGMYNTDESISGFAHSCFQYAIQKKWPLYMSTKNTILKAYDGRFKDIFQEIFDKHYKTDFDKNKIWYEHRLIDDMVAQVLKSSGGFVWACKNYDGDVQSDILAQGFGSLGLMTSVLVCPDGKTIEAEAAHGTVTRHYREHQKGRPTSTNPIASIFAWTRGLEHRGKLDGNQDLIRFAQMLEKVCVETVESGAMTKDLAGCIHGLSNVKLNEHFLNTTDFLDTIKSNLDRALGRQ. The pIC50 is 7.2. (4) The drug is FC(F)(F)Oc1ccc(Nc2ncnc3c2cnn3-c2cc(C(F)(F)F)ccn2)cc1. The target protein sequence is MVDPVGFAEAWKAQFPDSEPPRMELRSVGDIEQELERCKASIRRLEQEVNQERFRMIYLQTLLAKEKKSYDRQRWGFRRAAQAPDGASEPRASASRPQPAPADGADPPPAEEPEARPDGEGSPGKARPGTARRPGAAASGERDDRGPPASVAALRSNFERIRKGHGQPGADAEKPFYVNVEFHHERGLVKVNDKEVSDRISSLGSQAMQMERKKSQHGAGSSVGDASRPPYRGRSSESSCGVDGDYEDAELNPRFLKDNLIDANGGSRPPWPPLEYQPYQSIYVGGMMEGEGKGPLLRSQSTSEQEKRLTWPRRSYSPRSFEDCGGGYTPDCSSNENLTSSEEDFSSGQSSRVSPSPTTYRMFRDKSRSPSQNSQQSFDSSSPPTPQCHKRHRHCPVVVSEATIVGVRKTGQIWPNDGEGAFHGDADGSFGTPPGYGCAADRAEEQRRHQDGLPYIDDSPSSSPHLSSKGRGSRDALVSGALESTKASELDLEKGLEMRK.... The pIC50 is 6.4.